Dataset: Reaction yield outcomes from USPTO patents with 853,638 reactions. Task: Predict the reaction yield, written as a fraction of the theoretical maximum amount of product (1.0 means a 100% yield; for example, 0.34 means a 34% yield). (1) The reactants are C(N([CH2:6][CH3:7])CC)C.C([O:10][C:11](=O)[CH2:12][N:13](C1C=CC=CC=1)[C:14](=[O:29])[NH:15][CH:16]1[CH2:21][CH2:20][N:19]([C:22]([O:24][C:25]([CH3:28])([CH3:27])[CH3:26])=[O:23])[CH2:18][CH2:17]1)C. The catalyst is C(O)C. The product is [O:29]=[C:14]1[NH:13][CH:12]([C:7]2[CH:6]=[CH:18][CH:17]=[CH:16][CH:21]=2)[C:11](=[O:10])[N:15]1[CH:16]1[CH2:21][CH2:20][N:19]([C:22]([O:24][C:25]([CH3:28])([CH3:26])[CH3:27])=[O:23])[CH2:18][CH2:17]1. The yield is 0.810. (2) The reactants are [Cl:1][C:2]1[CH:11]=[C:10]([O:12][CH3:13])[C:9]([N:14]2[C:18]([CH3:19])=[CH:17][CH:16]=[N:15]2)=[CH:8][C:3]=1[C:4](OC)=[O:5].[NH3:20]. No catalyst specified. The product is [Cl:1][C:2]1[CH:11]=[C:10]([O:12][CH3:13])[C:9]([N:14]2[C:18]([CH3:19])=[CH:17][CH:16]=[N:15]2)=[CH:8][C:3]=1[C:4]([NH2:20])=[O:5]. The yield is 0.830. (3) The reactants are [F:1][C:2]([F:25])([F:24])[S:3]([O:6][C:7]1[CH:8]=[CH:9][C:10]2[CH2:11][C@H:12]3[NH:23][CH2:22][CH2:21][C@@:18]4([C:19]=2[CH:20]=1)[C@H:13]3[CH2:14][CH2:15][CH2:16][CH2:17]4)(=[O:5])=[O:4].Br[CH2:27][CH:28]1[CH2:30][CH2:29]1. The catalyst is C(Cl)Cl. The product is [CH:28]1([CH2:27][N:23]2[CH2:22][CH2:21][C@@:18]34[C:19]5[CH:20]=[C:7]([O:6][S:3]([C:2]([F:1])([F:24])[F:25])(=[O:5])=[O:4])[CH:8]=[CH:9][C:10]=5[CH2:11][C@@H:12]2[C@@H:13]3[CH2:14][CH2:15][CH2:16][CH2:17]4)[CH2:30][CH2:29]1. The yield is 0.770. (4) The reactants are [NH2:1][CH2:2][CH2:3][C@H:4]([OH:8])[C:5]([OH:7])=[O:6].[Cl:9][Si](C)(C)[CH3:11]. The catalyst is CO. The product is [ClH:9].[NH2:1][CH2:2][CH2:3][C@H:4]([OH:8])[C:5]([O:7][CH3:11])=[O:6]. The yield is 1.00. (5) The reactants are [NH2:1][CH2:2][CH2:3][CH2:4][CH2:5][CH2:6][NH:7][C:8](=[O:14])[O:9][C:10]([CH3:13])([CH3:12])[CH3:11].[N+:15]([C:18]1[CH:23]=[CH:22][CH:21]=[CH:20][C:19]=1[S:24](Cl)(=[O:26])=[O:25])([O-:17])=[O:16].C(N(C(C)C)CC)(C)C. The catalyst is C(Cl)Cl.C(OC(C)C)(C)C. The product is [N+:15]([C:18]1[CH:23]=[CH:22][CH:21]=[CH:20][C:19]=1[S:24]([NH:1][CH2:2][CH2:3][CH2:4][CH2:5][CH2:6][NH:7][C:8](=[O:14])[O:9][C:10]([CH3:11])([CH3:13])[CH3:12])(=[O:26])=[O:25])([O-:17])=[O:16]. The yield is 0.850. (6) The reactants are [Br:1][C:2]1[CH:8]=[CH:7][C:5]([NH2:6])=[C:4]([F:9])[CH:3]=1.C(N(C(C)C)CC)(C)C.[Cl:19][C:20]1[CH:25]=[C:24](Cl)[N:23]=[CH:22][N:21]=1.CO.C(Cl)(Cl)Cl. The catalyst is CCO. The product is [Br:1][C:2]1[CH:8]=[CH:7][C:5]([NH:6][C:24]2[CH:25]=[C:20]([Cl:19])[N:21]=[CH:22][N:23]=2)=[C:4]([F:9])[CH:3]=1. The yield is 0.370. (7) The reactants are C(=O)([O-])[O-].[K+:5].[K+].[O:7]=[C:8]1[O:14][C@H:13]([C@H:15]([CH2:17][OH:18])[OH:16])[C:11]([OH:12])=[C:9]1[OH:10]. The catalyst is O. The product is [O:7]=[C:8]1[O:14][C@H:13]([C@H:15]([CH2:17][OH:18])[OH:16])[C:11]([O-:12])=[C:9]1[OH:10].[K+:5]. The yield is 0.0520. (8) The reactants are Br[C:2]1[CH:3]=[CH:4][C:5]([O:9][C:10]([F:13])([F:12])[F:11])=[C:6]([NH2:8])[CH:7]=1.C(=O)([O-])[O-].[Cs+].[Cs+].ClCCl.[CH3:23][N:24]1[CH2:29][CH:28]=[C:27](B2OC(C)(C)C(C)(C)O2)[CH2:26][CH2:25]1. The catalyst is CN(C=O)C.O.C1C=CC(P(C2C=CC=CC=2)[C-]2C=CC=C2)=CC=1.C1C=CC(P(C2C=CC=CC=2)[C-]2C=CC=C2)=CC=1.Cl[Pd]Cl.[Fe+2]. The product is [CH3:23][N:24]1[CH2:25][CH:26]=[C:27]([C:2]2[CH:3]=[CH:4][C:5]([O:9][C:10]([F:13])([F:12])[F:11])=[C:6]([NH2:8])[CH:7]=2)[CH2:28][CH2:29]1. The yield is 0.650. (9) The reactants are [Br:1][C:2]1[CH:3]=[C:4]2[C:9](=[CH:10][CH:11]=1)[N:8]=[C:7](Cl)[CH:6]=[N:5]2.C([Sn](CCCC)(CCCC)[C:18]([O:20][CH2:21][CH3:22])=[CH2:19])CCC. The catalyst is O1CCOCC1.CO.Cl[Pd](Cl)([P](C1C=CC=CC=1)(C1C=CC=CC=1)C1C=CC=CC=1)[P](C1C=CC=CC=1)(C1C=CC=CC=1)C1C=CC=CC=1. The product is [Br:1][C:2]1[CH:3]=[C:4]2[C:9](=[CH:10][CH:11]=1)[N:8]=[C:7]([C:18]([O:20][CH2:21][CH3:22])=[CH2:19])[CH:6]=[N:5]2. The yield is 0.523. (10) The reactants are [F:1][C:2]1[CH:7]=[CH:6][C:5]([C:8]2[C:12]3[N:13]=[CH:14][N:15]([CH2:18][C:19]4([OH:32])[CH2:24][CH2:23][N:22](C(OC(C)(C)C)=O)[CH2:21][CH2:20]4)[C:16](=[O:17])[C:11]=3[S:10][CH:9]=2)=[CH:4][CH:3]=1.[ClH:33]. No catalyst specified. The product is [ClH:33].[F:1][C:2]1[CH:3]=[CH:4][C:5]([C:8]2[C:12]3[N:13]=[CH:14][N:15]([CH2:18][C:19]4([OH:32])[CH2:24][CH2:23][NH:22][CH2:21][CH2:20]4)[C:16](=[O:17])[C:11]=3[S:10][CH:9]=2)=[CH:6][CH:7]=1. The yield is 1.00.